This data is from Reaction yield outcomes from USPTO patents with 853,638 reactions. The task is: Predict the reaction yield, written as a fraction of the theoretical maximum amount of product (1.0 means a 100% yield; for example, 0.34 means a 34% yield). (1) The reactants are [O:1]=[C:2]1[C:7]([C:8]([NH:10][C:11]2[CH:16]=[CH:15][CH:14]=[CH:13][CH:12]=2)=[O:9])=[CH:6][CH:5]=[CH:4][NH:3]1.[CH2:17]([NH:24][C:25]([C:27]1[S:31][C:30](Br)=[N:29][C:28]=1[CH3:33])=[O:26])[C:18]1[CH:23]=[CH:22][CH:21]=[CH:20][CH:19]=1. No catalyst specified. The product is [CH2:17]([NH:24][C:25]([C:27]1[S:31][C:30]([N:3]2[CH:4]=[CH:5][CH:6]=[C:7]([C:8](=[O:9])[NH:10][C:11]3[CH:16]=[CH:15][CH:14]=[CH:13][CH:12]=3)[C:2]2=[O:1])=[N:29][C:28]=1[CH3:33])=[O:26])[C:18]1[CH:19]=[CH:20][CH:21]=[CH:22][CH:23]=1. The yield is 0.150. (2) The reactants are Cl[C:2]1[C:7]([F:8])=[CH:6][CH:5]=[CH:4][N:3]=1.[NH:9]1[CH2:14][CH2:13][NH:12][CH2:11][CH2:10]1. The catalyst is C(O)CCC. The product is [F:8][C:7]1[C:2]([N:9]2[CH2:14][CH2:13][NH:12][CH2:11][CH2:10]2)=[N:3][CH:4]=[CH:5][CH:6]=1. The yield is 0.730. (3) The reactants are [CH2:1]([O:8][C:9]1[CH:14]=[C:13]([N:15]([CH2:21][CH2:22][CH2:23][CH3:24])[CH2:16][CH2:17][CH2:18][CH2:19][OH:20])[CH:12]=[CH:11][C:10]=1[CH:25]=[CH:26][C:27]1[S:31][C:30]([CH:32]=O)=[CH:29][CH:28]=1)[C:2]1[CH:7]=[CH:6][CH:5]=[CH:4][CH:3]=1.[C:34]([C:36]1[C:37](=[C:52]([C:55]#[N:56])[C:53]#[N:54])[O:38][C:39]([C:46]2[CH:51]=[CH:50][CH:49]=[CH:48][CH:47]=2)([C:42]([F:45])([F:44])[F:43])[C:40]=1[CH3:41])#[N:35]. The catalyst is C(O)C. The product is [CH2:1]([O:8][C:9]1[CH:14]=[C:13]([N:15]([CH2:21][CH2:22][CH2:23][CH3:24])[CH2:16][CH2:17][CH2:18][CH2:19][OH:20])[CH:12]=[CH:11][C:10]=1[CH:25]=[CH:26][C:27]1[S:31][C:30]([CH:32]=[CH:41][C:40]2[C:39]([C:46]3[CH:51]=[CH:50][CH:49]=[CH:48][CH:47]=3)([C:42]([F:45])([F:43])[F:44])[O:38][C:37](=[C:52]([C:55]#[N:56])[C:53]#[N:54])[C:36]=2[C:34]#[N:35])=[CH:29][CH:28]=1)[C:2]1[CH:3]=[CH:4][CH:5]=[CH:6][CH:7]=1. The yield is 0.602. (4) The reactants are [Br:1][C:2]1[CH:7]=[CH:6][C:5]([NH:8][C:9]2[C:10]([C:20]([OH:22])=O)=[CH:11][C:12]3[N:16]([CH3:17])[CH:15]=[N:14][C:13]=3[C:18]=2[Cl:19])=[C:4]([Cl:23])[CH:3]=1.[CH:24]([O:26][CH2:27][CH2:28][O:29][NH2:30])=[CH2:25].C1C=CC2N(O)N=NC=2C=1.C(N(CC)CC)C.CCN=C=NCCCN(C)C. The catalyst is CCOC(C)=O.CN(C)C=O. The product is [CH:24]([O:26][CH2:27][CH2:28][O:29][NH:30][C:20]([C:10]1[C:9]([NH:8][C:5]2[CH:6]=[CH:7][C:2]([Br:1])=[CH:3][C:4]=2[Cl:23])=[C:18]([Cl:19])[C:13]2[N:14]=[CH:15][N:16]([CH3:17])[C:12]=2[CH:11]=1)=[O:22])=[CH2:25]. The yield is 0.850. (5) The reactants are [NH2:1][C@H:2]([CH2:6][O:7][CH:8]([F:10])[F:9])[C:3]([OH:5])=[O:4].C(=O)(O)[O-].[Na+].[C:16](O[C:16]([O:18][C:19]([CH3:22])([CH3:21])[CH3:20])=[O:17])([O:18][C:19]([CH3:22])([CH3:21])[CH3:20])=[O:17]. The catalyst is O.C1COCC1. The product is [C:19]([O:18][C:16]([NH:1][C@H:2]([CH2:6][O:7][CH:8]([F:10])[F:9])[C:3]([OH:5])=[O:4])=[O:17])([CH3:22])([CH3:21])[CH3:20]. The yield is 0.823. (6) The reactants are [O:1]([CH:9]([CH3:49])[CH2:10][C:11]1[C:19]2[C:18]([Cl:20])=[N:17][CH:16]=[N:15][C:14]=2[N:13]([C@@H:21]2[O:36][C@H:35]([CH2:37][O:38][CH2:39][C:40]3[CH:45]=[CH:44][C:43]([Cl:46])=[CH:42][C:41]=3[Cl:47])[C@@H:24]([O:25][CH2:26][C:27]3[CH:32]=[CH:31][C:30]([Cl:33])=[CH:29][C:28]=3[Cl:34])[C@@:22]2([CH3:48])[OH:23])[CH:12]=1)[Si](C(C)(C)C)(C)C.[F-].C([N+](CCCC)(CCCC)CCCC)CCC.C(Cl)Cl.O. The catalyst is C1COCC1. The product is [Cl:20][C:18]1[C:19]2[C:11]([CH2:10][CH:9]([OH:1])[CH3:49])=[CH:12][N:13]([C@@H:21]3[O:36][C@H:35]([CH2:37][O:38][CH2:39][C:40]4[CH:45]=[CH:44][C:43]([Cl:46])=[CH:42][C:41]=4[Cl:47])[C@@H:24]([O:25][CH2:26][C:27]4[CH:32]=[CH:31][C:30]([Cl:33])=[CH:29][C:28]=4[Cl:34])[C@@:22]3([CH3:48])[OH:23])[C:14]=2[N:15]=[CH:16][N:17]=1. The yield is 0.670. (7) The reactants are [CH2:1]1[CH:3]([C@H:4]([NH:8][C:9]([O:11]CC2C3C(=CC=CC=3)C3C2=CC=CC=3)=O)[C:5](O)=O)[CH2:2]1.COC(=O)[C@H:29]([CH2:31][CH:32]([CH3:34])[CH3:33])[NH2:30]. No catalyst specified. The product is [CH:3]1([C@@H:4]2[NH:8][C:9](=[O:11])[C@H:29]([CH2:31][CH:32]([CH3:34])[CH3:33])[NH:30][CH2:5]2)[CH2:2][CH2:1]1. The yield is 0.201. (8) The reactants are [Cl:1][CH:2]([CH3:6])[C:3](Cl)=[O:4].[Cl:7][C:8]1[CH:9]=[C:10]([C:14](=[N:16]O)[NH2:15])[CH:11]=[CH:12][CH:13]=1.C(=O)(O)[O-].[Na+]. The catalyst is C(OCC)(=O)C. The product is [Cl:1][CH:2]([C:3]1[O:4][N:16]=[C:14]([C:10]2[CH:11]=[CH:12][CH:13]=[C:8]([Cl:7])[CH:9]=2)[N:15]=1)[CH3:6]. The yield is 0.526. (9) The reactants are [ClH:1].[CH2:2]([NH2:5])[CH:3]=[CH2:4].C(N(C(C)C)CC)(C)C.[CH2:15]([O:22][C:23](=[O:26])[CH2:24]Br)[C:16]1[CH:21]=[CH:20][CH:19]=[CH:18][CH:17]=1. The catalyst is O1CCCC1. The product is [ClH:1].[CH2:15]([O:22][C:23](=[O:26])[CH2:24][NH:5][CH2:2][CH:3]=[CH2:4])[C:16]1[CH:21]=[CH:20][CH:19]=[CH:18][CH:17]=1. The yield is 0.660. (10) The reactants are [N+:1]([C:4]1[C:5](C(O)=O)=[N:6][N:7]([C:9]2[CH:14]=[CH:13][CH:12]=[CH:11][CH:10]=2)[CH:8]=1)([O-:3])=[O:2].C1(P([N:32]=[N+]=[N-])(C2C=CC=CC=2)=O)C=CC=CC=1.C(N(CC)CC)C.CC(O)(C)C. The catalyst is O1CCOCC1.C(OCC)(=O)C. The product is [NH2:32][C:5]1[C:4]([N+:1]([O-:3])=[O:2])=[CH:8][N:7]([C:9]2[CH:14]=[CH:13][CH:12]=[CH:11][CH:10]=2)[N:6]=1. The yield is 0.940.